From a dataset of Forward reaction prediction with 1.9M reactions from USPTO patents (1976-2016). Predict the product of the given reaction. (1) The product is: [F:17][CH:13]([F:18])[O:11][C:3]1[CH:4]=[CH:5][CH:6]=[C:7]2[C:2]=1[CH2:1][CH2:20][NH:8]2. Given the reactants [CH3:1][C:2]1[C:7]([N+:8]([O-])=O)=[CH:6][CH:5]=[CH:4][C:3]=1[OH:11].Cl[C:13]([F:18])([F:17])C([O-])=O.[Na+].[C:20](=O)([O-])[O-].[K+].[K+].C(OCC)(=O)C, predict the reaction product. (2) Given the reactants [NH2:1][C:2]1[C:3]([C:13]([O:15][CH2:16][CH3:17])=[O:14])=[N:4][C:5]2[C:10]([CH:11]=1)=[CH:9][N:8]=[C:7]([Br:12])[CH:6]=2.CCN(C(C)C)C(C)C.Cl[C:28]([O:30][CH2:31][C:32]1[CH:37]=[CH:36][CH:35]=[CH:34][CH:33]=1)=[O:29], predict the reaction product. The product is: [CH2:31]([O:30][C:28]([NH:1][C:2]1[C:3]([C:13]([O:15][CH2:16][CH3:17])=[O:14])=[N:4][C:5]2[C:10]([CH:11]=1)=[CH:9][N:8]=[C:7]([Br:12])[CH:6]=2)=[O:29])[C:32]1[CH:37]=[CH:36][CH:35]=[CH:34][CH:33]=1.